This data is from Full USPTO retrosynthesis dataset with 1.9M reactions from patents (1976-2016). The task is: Predict the reactants needed to synthesize the given product. (1) The reactants are: [Cl:1][C:2]1[N:3]=[C:4]([N:13]2[CH2:18][CH2:17][O:16][CH2:15][CH2:14]2)[C:5]2[S:10][C:9]([CH:11]=O)=[CH:8][C:6]=2[N:7]=1.[CH3:19][N:20]([CH3:26])[CH2:21][CH2:22][CH2:23][NH:24][CH3:25]. Given the product [Cl:1][C:2]1[N:3]=[C:4]([N:13]2[CH2:18][CH2:17][O:16][CH2:15][CH2:14]2)[C:5]2[S:10][C:9]([CH2:11][N:24]([CH3:25])[CH2:23][CH2:22][CH2:21][N:20]([CH3:26])[CH3:19])=[CH:8][C:6]=2[N:7]=1, predict the reactants needed to synthesize it. (2) The reactants are: [F:1][C:2]1[CH:7]=[CH:6][C:5]([C:8]2[CH:13]=[CH:12][N:11]=[C:10]([NH:14][C:15]3[CH:20]=[CH:19][C:18]([S:21]([N:24]4[CH2:29][CH2:28][CH:27]([NH:30][CH3:31])[CH2:26][CH2:25]4)(=[O:23])=[O:22])=[CH:17][CH:16]=3)[N:9]=2)=[CH:4][CH:3]=1.[CH3:32][S:33]([CH:36]=[CH2:37])(=[O:35])=[O:34]. Given the product [F:1][C:2]1[CH:7]=[CH:6][C:5]([C:8]2[CH:13]=[CH:12][N:11]=[C:10]([NH:14][C:15]3[CH:20]=[CH:19][C:18]([S:21]([N:24]4[CH2:25][CH2:26][CH:27]([N:30]([CH2:37][CH2:36][S:33]([CH3:32])(=[O:35])=[O:34])[CH3:31])[CH2:28][CH2:29]4)(=[O:23])=[O:22])=[CH:17][CH:16]=3)[N:9]=2)=[CH:4][CH:3]=1, predict the reactants needed to synthesize it. (3) Given the product [Cl:1][C:2]1[C:9]([CH2:10][CH2:11][OH:12])=[CH:8][CH:7]=[CH:6][C:3]=1[CH2:4][N:30]1[CH2:31][CH2:32][C:26]2([O:25][CH2:24][CH2:23][N:22]([C:20]([C:18]3[N:19]=[C:15]([CH2:13][CH3:14])[S:16][CH:17]=3)=[O:21])[CH2:27]2)[CH2:28][CH2:29]1, predict the reactants needed to synthesize it. The reactants are: [Cl:1][C:2]1[C:9]([CH2:10][CH2:11][OH:12])=[CH:8][CH:7]=[CH:6][C:3]=1[CH:4]=O.[CH2:13]([C:15]1[S:16][CH:17]=[C:18]([C:20]([N:22]2[CH2:27][C:26]3([CH2:32][CH2:31][NH:30][CH2:29][CH2:28]3)[O:25][CH2:24][CH2:23]2)=[O:21])[N:19]=1)[CH3:14].C(O[BH-](OC(=O)C)OC(=O)C)(=O)C.[Na+].C(=O)(O)[O-].[Na+]. (4) Given the product [Br:9][C:4]1[CH:5]=[C:6]([N:20]([C:44]2[CH:45]=[CH:46][C:47]3[C:48](=[CH:15][CH:14]=[CH:13][CH:12]=3)[CH:49]=2)[C:11]2[CH:10]=[CH:19][C:53]3[C:51](=[CH:52][CH:18]=[CH:17][CH:16]=3)[CH:50]=2)[CH:7]=[C:2]([N:20]([C:11]2[CH:12]=[CH:13][C:14]3[C:19](=[CH:18][CH:17]=[CH:16][CH:15]=3)[CH:10]=2)[C:21]2[CH:30]=[CH:29][C:28]3[C:23](=[CH:24][CH:25]=[CH:26][CH:27]=3)[CH:22]=2)[CH:3]=1, predict the reactants needed to synthesize it. The reactants are: Br[C:2]1[CH:7]=[C:6](Br)[CH:5]=[C:4]([Br:9])[CH:3]=1.[CH:10]1[C:19]2[C:14](=[CH:15][CH:16]=[CH:17][CH:18]=2)[CH:13]=[CH:12][C:11]=1[NH:20][C:21]1[CH:30]=[CH:29][C:28]2[C:23](=[CH:24][CH:25]=[CH:26][CH:27]=2)[CH:22]=1.[CH:44]1[CH:49]=[CH:48][C:47](P([C:44]2[CH:49]=[CH:48][CH:47]=[CH:46][CH:45]=2)[C:44]2[CH:49]=[CH:48][CH:47]=[CH:46][CH:45]=2)=[CH:46][CH:45]=1.[CH3:50][C:51]([O-])([CH3:53])[CH3:52].[Na+].